Predict the product of the given reaction. From a dataset of Forward reaction prediction with 1.9M reactions from USPTO patents (1976-2016). (1) Given the reactants [NH2:1][C:2]1[CH:7]=[C:6]([O:8][C:9]2[CH:14]=[CH:13][C:12]([NH:15][C:16]([C:18]3([C:21]([NH:23][C:24]4[CH:29]=[CH:28][C:27]([F:30])=[CH:26][CH:25]=4)=[O:22])[CH2:20][CH2:19]3)=[O:17])=[CH:11][C:10]=2[F:31])[CH:5]=[CH:4][N:3]=1.[CH2:32]([N:34]([CH2:37][CH3:38])[CH2:35][CH3:36])C.Cl[C:40](OC1C=CC=CC=1)=[O:41].C(OCC)(=[O:51])C, predict the reaction product. The product is: [F:31][C:10]1[CH:11]=[C:12]([NH:15][C:16]([C:18]2([C:21]([NH:23][C:24]3[CH:25]=[CH:26][C:27]([F:30])=[CH:28][CH:29]=3)=[O:22])[CH2:20][CH2:19]2)=[O:17])[CH:13]=[CH:14][C:9]=1[O:8][C:6]1[CH:5]=[CH:4][N:3]=[C:2]([NH:1][C:32]([N:34]2[CH2:37][CH2:38][CH:40]([OH:41])[CH2:36][CH2:35]2)=[O:51])[CH:7]=1. (2) Given the reactants C[O:2][C:3]1[CH:8]=[CH:7][C:6]([O:9]C)=[CH:5][C:4]=1[C:11](=[O:21])[CH2:12][C:13]1[CH:18]=[CH:17][CH:16]=[C:15]([O:19]C)[CH:14]=1.B(Br)(Br)Br, predict the reaction product. The product is: [OH:2][C:3]1[CH:8]=[CH:7][C:6]([OH:9])=[CH:5][C:4]=1[C:11](=[O:21])[CH2:12][C:13]1[CH:18]=[CH:17][CH:16]=[C:15]([OH:19])[CH:14]=1. (3) Given the reactants [CH:1]([N:4]1[CH2:9][CH2:8][NH:7][CH2:6][CH2:5]1)([CH3:3])[CH3:2].Cl[C:11]1[CH:16]=[CH:15][C:14]([N+:17]([O-:19])=[O:18])=[CH:13][N:12]=1, predict the reaction product. The product is: [CH:1]([N:4]1[CH2:9][CH2:8][N:7]([C:11]2[CH:16]=[CH:15][C:14]([N+:17]([O-:19])=[O:18])=[CH:13][N:12]=2)[CH2:6][CH2:5]1)([CH3:3])[CH3:2]. (4) Given the reactants [CH3:1][C:2]([N:5]1[C:10]([OH:11])=[C:9]([C:12]([NH:14][CH2:15][C:16]([O:18]CC)=[O:17])=[O:13])[C:8](=[O:21])[N:7]([CH2:22][C:23]2[CH:28]=[CH:27][C:26]([C:29]([CH3:32])([CH3:31])[CH3:30])=[CH:25][CH:24]=2)[C:6]1=[O:33])([CH3:4])[CH3:3].[OH-].[Na+], predict the reaction product. The product is: [CH3:4][C:2]([N:5]1[C:10]([OH:11])=[C:9]([C:12]([NH:14][CH2:15][C:16]([OH:18])=[O:17])=[O:13])[C:8](=[O:21])[N:7]([CH2:22][C:23]2[CH:24]=[CH:25][C:26]([C:29]([CH3:32])([CH3:31])[CH3:30])=[CH:27][CH:28]=2)[C:6]1=[O:33])([CH3:1])[CH3:3]. (5) Given the reactants O[CH:2]1[CH2:5][N:4]([C:6]([O:8][C:9]([CH3:12])([CH3:11])[CH3:10])=[O:7])[CH2:3]1.N1C=CN=C1.C1C=CC(P(C2C=CC=CC=2)C2C=CC=CC=2)=CC=1.[I:37]I.C([O-])(O)=O.[Na+], predict the reaction product. The product is: [I:37][CH:2]1[CH2:5][N:4]([C:6]([O:8][C:9]([CH3:12])([CH3:11])[CH3:10])=[O:7])[CH2:3]1. (6) Given the reactants Br[C:2]1[CH:3]=[CH:4][C:5]2[C:11]3[N:12]([C:23]4[CH:28]=[CH:27][CH:26]=[CH:25][CH:24]=4)[N:13]=[C:14]([C:15]([N:17]4[CH2:22][CH2:21][O:20][CH2:19][CH2:18]4)=[O:16])[C:10]=3[CH2:9][S:8](=[O:30])(=[O:29])[C:6]=2[CH:7]=1.CC([O-])(C)C.[Na+].[CH3:37][NH:38][CH3:39], predict the reaction product. The product is: [CH3:37][N:38]([CH3:39])[C:2]1[CH:3]=[CH:4][C:5]2[C:11]3[N:12]([C:23]4[CH:28]=[CH:27][CH:26]=[CH:25][CH:24]=4)[N:13]=[C:14]([C:15]([N:17]4[CH2:22][CH2:21][O:20][CH2:19][CH2:18]4)=[O:16])[C:10]=3[CH2:9][S:8](=[O:30])(=[O:29])[C:6]=2[CH:7]=1. (7) Given the reactants [C:1]([N:6]1[CH2:15][CH2:14][C:13]2[C:8](=[CH:9][C:10]([C:16]([NH:18][O:19]C3CCCCO3)=[O:17])=[CH:11][CH:12]=2)[CH2:7]1)(=[O:5])[C:2]#[C:3][CH3:4].Cl, predict the reaction product. The product is: [C:1]([N:6]1[CH2:15][CH2:14][C:13]2[C:8](=[CH:9][C:10]([C:16]([NH:18][OH:19])=[O:17])=[CH:11][CH:12]=2)[CH2:7]1)(=[O:5])[C:2]#[C:3][CH3:4]. (8) Given the reactants [C:1]1([NH:7][C:8]([C:10]2([C:13]([OH:15])=O)[CH2:12][CH2:11]2)=[O:9])[CH:6]=[CH:5][CH:4]=[CH:3][CH:2]=1.[NH2:16][C:17]1[CH:38]=[CH:37][C:20]([O:21][C:22]2[CH:36]=[CH:35][C:25]3[N:26]=[C:27]([NH:29][C:30]([CH:32]4[CH2:34][CH2:33]4)=[O:31])[S:28][C:24]=3[CH:23]=2)=[C:19]([F:39])[CH:18]=1.O, predict the reaction product. The product is: [CH:32]1([C:30]([NH:29][C:27]2[S:28][C:24]3[CH:23]=[C:22]([O:21][C:20]4[CH:37]=[CH:38][C:17]([NH:16][C:13]([C:10]5([C:8]([NH:7][C:1]6[CH:2]=[CH:3][CH:4]=[CH:5][CH:6]=6)=[O:9])[CH2:11][CH2:12]5)=[O:15])=[CH:18][C:19]=4[F:39])[CH:36]=[CH:35][C:25]=3[N:26]=2)=[O:31])[CH2:33][CH2:34]1.